Dataset: NCI-60 drug combinations with 297,098 pairs across 59 cell lines. Task: Regression. Given two drug SMILES strings and cell line genomic features, predict the synergy score measuring deviation from expected non-interaction effect. (1) Drug 1: CC(C)(C#N)C1=CC(=CC(=C1)CN2C=NC=N2)C(C)(C)C#N. Drug 2: CN(C(=O)NC(C=O)C(C(C(CO)O)O)O)N=O. Cell line: HT29. Synergy scores: CSS=1.99, Synergy_ZIP=2.46, Synergy_Bliss=4.41, Synergy_Loewe=1.28, Synergy_HSA=0.464. (2) Drug 1: C1=CN(C(=O)N=C1N)C2C(C(C(O2)CO)O)O.Cl. Drug 2: COCCOC1=C(C=C2C(=C1)C(=NC=N2)NC3=CC=CC(=C3)C#C)OCCOC.Cl. Cell line: HCC-2998. Synergy scores: CSS=33.2, Synergy_ZIP=1.05, Synergy_Bliss=-1.21, Synergy_Loewe=-13.2, Synergy_HSA=0.722. (3) Drug 1: C1=CC(=CC=C1CCC2=CNC3=C2C(=O)NC(=N3)N)C(=O)NC(CCC(=O)O)C(=O)O. Drug 2: C1CN1P(=S)(N2CC2)N3CC3. Cell line: HCT-15. Synergy scores: CSS=47.0, Synergy_ZIP=-2.25, Synergy_Bliss=-1.47, Synergy_Loewe=-16.2, Synergy_HSA=1.46. (4) Drug 1: C1CCC(C1)C(CC#N)N2C=C(C=N2)C3=C4C=CNC4=NC=N3. Drug 2: C(CN)CNCCSP(=O)(O)O. Cell line: HCT116. Synergy scores: CSS=8.36, Synergy_ZIP=0.785, Synergy_Bliss=0.561, Synergy_Loewe=-2.36, Synergy_HSA=-1.33. (5) Drug 1: CC1CCC2CC(C(=CC=CC=CC(CC(C(=O)C(C(C(=CC(C(=O)CC(OC(=O)C3CCCCN3C(=O)C(=O)C1(O2)O)C(C)CC4CCC(C(C4)OC)OCCO)C)C)O)OC)C)C)C)OC. Drug 2: C(=O)(N)NO. Cell line: A549. Synergy scores: CSS=7.68, Synergy_ZIP=-8.01, Synergy_Bliss=-2.63, Synergy_Loewe=-19.5, Synergy_HSA=-2.32. (6) Synergy scores: CSS=4.33, Synergy_ZIP=-0.120, Synergy_Bliss=4.15, Synergy_Loewe=-5.77, Synergy_HSA=-1.57. Drug 1: C1CCC(C1)C(CC#N)N2C=C(C=N2)C3=C4C=CNC4=NC=N3. Cell line: SK-MEL-2. Drug 2: CC1=CC=C(C=C1)C2=CC(=NN2C3=CC=C(C=C3)S(=O)(=O)N)C(F)(F)F. (7) Drug 1: C1=CC(=CC=C1C#N)C(C2=CC=C(C=C2)C#N)N3C=NC=N3. Drug 2: CCN(CC)CCCC(C)NC1=C2C=C(C=CC2=NC3=C1C=CC(=C3)Cl)OC. Cell line: UO-31. Synergy scores: CSS=15.2, Synergy_ZIP=-6.15, Synergy_Bliss=2.19, Synergy_Loewe=-8.25, Synergy_HSA=-1.81.